This data is from Forward reaction prediction with 1.9M reactions from USPTO patents (1976-2016). The task is: Predict the product of the given reaction. (1) Given the reactants C([O:5][C:6]([CH:8]1[NH:12][CH:11]([CH2:13][C:14]([CH3:17])([CH3:16])[CH3:15])[C:10]2([C:25]3[C:20](=[CH:21][C:22]([Cl:27])=[CH:23][C:24]=3[F:26])[NH:19][C:18]2=[O:28])[CH:9]1[C:29]1[CH:34]=[CH:33][CH:32]=[C:31]([Cl:35])[C:30]=1[F:36])=[O:7])(C)(C)C.[F:37][C:38]([F:43])([F:42])[C:39]([OH:41])=[O:40], predict the reaction product. The product is: [F:37][C:38]([F:43])([F:42])[C:39]([OH:41])=[O:40].[Cl:27][C:22]1[CH:21]=[C:20]2[NH:19][C:18](=[O:28])[C:10]3([CH:9]([C:29]4[CH:34]=[CH:33][CH:32]=[C:31]([Cl:35])[C:30]=4[F:36])[CH:8]([C:6]([OH:7])=[O:5])[NH:12][CH:11]3[CH2:13][C:14]([CH3:15])([CH3:16])[CH3:17])[C:25]2=[C:24]([F:26])[CH:23]=1. (2) Given the reactants [Cl:1][C:2]1[CH:3]=[C:4]([C@H:8]2[O:12]C(=O)[N:10]([C@H:14]([CH3:30])[CH2:15][C:16]3[C:24]4[C:19](=[C:20]([NH:25][C:26](=[O:29])[CH2:27][CH3:28])[CH:21]=[CH:22][CH:23]=4)[NH:18][CH:17]=3)[CH2:9]2)[CH:5]=[CH:6][CH:7]=1.[OH-].[Na+], predict the reaction product. The product is: [Cl:1][C:2]1[CH:3]=[C:4]([C@@H:8]([OH:12])[CH2:9][NH:10][C@H:14]([CH3:30])[CH2:15][C:16]2[C:24]3[C:19](=[C:20]([NH:25][C:26](=[O:29])[CH2:27][CH3:28])[CH:21]=[CH:22][CH:23]=3)[NH:18][CH:17]=2)[CH:5]=[CH:6][CH:7]=1. (3) Given the reactants [F:1][C:2]1[CH:7]=[CH:6][C:5]([N:8]2[C:12]3[CH:13]=[C:14]4[C@:19]([CH:21]=O)([CH2:20][C:11]=3[CH:10]=[N:9]2)[CH2:18][N:17]([S:23]([C:26]2[CH:27]=[N:28][C:29]([N:32]3[CH2:37][CH2:36][O:35][CH2:34][CH2:33]3)=[CH:30][CH:31]=2)(=[O:25])=[O:24])[CH2:16][CH2:15]4)=[CH:4][CH:3]=1.[NH:38]1[CH2:42][CH2:41][C@@H:40]([OH:43])[CH2:39]1, predict the reaction product. The product is: [F:1][C:2]1[CH:7]=[CH:6][C:5]([N:8]2[C:12]3[CH:13]=[C:14]4[C@:19]([CH2:21][N:38]5[CH2:42][CH2:41][C@@H:40]([OH:43])[CH2:39]5)([CH2:20][C:11]=3[CH:10]=[N:9]2)[CH2:18][N:17]([S:23]([C:26]2[CH:27]=[N:28][C:29]([N:32]3[CH2:37][CH2:36][O:35][CH2:34][CH2:33]3)=[CH:30][CH:31]=2)(=[O:24])=[O:25])[CH2:16][CH2:15]4)=[CH:4][CH:3]=1. (4) Given the reactants [Cl:1][C:2]1[CH:3]=[CH:4][C:5]([C:8]([OH:10])=O)=[N:6][CH:7]=1.C(N(C(C)C)CC)(C)C.F[P-](F)(F)(F)(F)F.CN(C(N(C)C)=[N+]1C2C(=NC=CC=2)[N+]([O-])=N1)C.[NH2:44][C:45]1[CH:46]=[CH:47][C:48]([F:67])=[C:49]([C:51]23[CH2:58][CH:57]2[CH2:56][CH2:55][S:54][C:53]([NH:59][C:60](=[O:66])[O:61][C:62]([CH3:65])([CH3:64])[CH3:63])=[N:52]3)[CH:50]=1, predict the reaction product. The product is: [Cl:1][C:2]1[CH:3]=[CH:4][C:5]([C:8]([NH:44][C:45]2[CH:46]=[CH:47][C:48]([F:67])=[C:49]([C:51]34[CH2:58][CH:57]3[CH2:56][CH2:55][S:54][C:53]([NH:59][C:60](=[O:66])[O:61][C:62]([CH3:63])([CH3:65])[CH3:64])=[N:52]4)[CH:50]=2)=[O:10])=[N:6][CH:7]=1. (5) The product is: [Br:7][C:8]1[CH:9]=[C:10]([C:14]2[C:23]3[C:18](=[CH:19][C:20]([Cl:25])=[C:21]([CH3:24])[CH:22]=3)[O:17][C:16](=[O:26])[C:15]=2[CH2:27][C:28]([NH:36][C:35]2[CH:37]=[CH:38][C:32]([F:31])=[CH:33][C:34]=2[C:39]([F:42])([F:40])[F:41])=[O:29])[CH:11]=[CH:12][CH:13]=1. Given the reactants C(Cl)(=O)C(Cl)=O.[Br:7][C:8]1[CH:9]=[C:10]([C:14]2[C:23]3[C:18](=[CH:19][C:20]([Cl:25])=[C:21]([CH3:24])[CH:22]=3)[O:17][C:16](=[O:26])[C:15]=2[CH2:27][C:28](O)=[O:29])[CH:11]=[CH:12][CH:13]=1.[F:31][C:32]1[CH:38]=[CH:37][C:35]([NH2:36])=[C:34]([C:39]([F:42])([F:41])[F:40])[CH:33]=1.[H-].[Na+], predict the reaction product. (6) Given the reactants [H-].[Na+].[N:3]1([C:13]([C:15]2[CH:16]=[C:17]([CH:27]=[CH:28][CH:29]=2)[CH2:18][NH:19][C:20](=[O:26])[O:21][C:22]([CH3:25])([CH3:24])[CH3:23])=[O:14])[C:12]2[C:7](=[CH:8][CH:9]=[CH:10][CH:11]=2)[CH2:6][CH2:5][CH2:4]1.I[CH3:31].S([O-])(O)(=O)=O.[K+], predict the reaction product. The product is: [CH3:31][N:19]([CH2:18][C:17]1[CH:27]=[CH:28][CH:29]=[C:15]([C:13]([N:3]2[C:12]3[C:7](=[CH:8][CH:9]=[CH:10][CH:11]=3)[CH2:6][CH2:5][CH2:4]2)=[O:14])[CH:16]=1)[C:20](=[O:26])[O:21][C:22]([CH3:25])([CH3:24])[CH3:23]. (7) Given the reactants CC1N=C(NS(C2C=CC(C3C=CC(Cl)=CC=3)=CC=2)(=O)=O)C=CC=1.Br[C:26]1[CH:31]=[CH:30][C:29]([S:32]([NH:35][C:36]2[CH:41]=[CH:40][CH:39]=[C:38]([CH3:42])[N:37]=2)(=[O:34])=[O:33])=[CH:28][C:27]=1[F:43].[C:44]([C:46]1[CH:51]=[CH:50][C:49](B(O)O)=[CH:48][CH:47]=1)#[N:45], predict the reaction product. The product is: [CH3:42][C:38]1[N:37]=[C:36]([NH:35][S:32]([C:29]2[CH:30]=[CH:31][C:26]([C:49]3[CH:50]=[CH:51][C:46]([C:44]#[N:45])=[CH:47][CH:48]=3)=[C:27]([F:43])[CH:28]=2)(=[O:34])=[O:33])[CH:41]=[CH:40][CH:39]=1. (8) The product is: [Cl:1][C:2]1[CH:3]=[CH:4][C:5]2[N:11]3[CH:12]=[CH:13][CH:14]=[C:10]3[C@@H:9]([CH2:15][C:16]([NH:18][CH2:19][CH2:20][C:21]([OH:23])=[O:22])=[O:17])[O:8][C@H:7]([C:26]3[CH:31]=[CH:30][CH:29]=[C:28]([O:32][CH3:33])[C:27]=3[O:34][CH3:35])[C:6]=2[CH:36]=1. Given the reactants [Cl:1][C:2]1[CH:3]=[CH:4][C:5]2[N:11]3[CH:12]=[CH:13][CH:14]=[C:10]3[C@@H:9]([CH2:15][C:16]([NH:18][CH2:19][CH2:20][C:21]([O:23]CC)=[O:22])=[O:17])[O:8][C@H:7]([C:26]3[CH:31]=[CH:30][CH:29]=[C:28]([O:32][CH3:33])[C:27]=3[O:34][CH3:35])[C:6]=2[CH:36]=1.C(=O)([O-])[O-].[K+].[K+].Cl.C(OCC)(=O)C, predict the reaction product. (9) Given the reactants [CH3:1][N:2]1[C:6]([NH2:7])=[CH:5][CH:4]=[N:3]1.[Br:8][CH:9]([CH:12]=O)[CH:10]=O, predict the reaction product. The product is: [Br:8][C:9]1[CH:10]=[C:5]2[CH:4]=[N:3][N:2]([CH3:1])[C:6]2=[N:7][CH:12]=1.